Dataset: Peptide-MHC class I binding affinity with 185,985 pairs from IEDB/IMGT. Task: Regression. Given a peptide amino acid sequence and an MHC pseudo amino acid sequence, predict their binding affinity value. This is MHC class I binding data. (1) The MHC is HLA-A03:01 with pseudo-sequence HLA-A03:01. The peptide sequence is PLLCTLNKSH. The binding affinity (normalized) is 0. (2) The peptide sequence is CTLNKSHLY. The MHC is HLA-A80:01 with pseudo-sequence HLA-A80:01. The binding affinity (normalized) is 1.00. (3) The peptide sequence is RARLWPRSM. The MHC is HLA-C07:01 with pseudo-sequence HLA-C07:01. The binding affinity (normalized) is 0.394. (4) The peptide sequence is KSIHLTKTDK. The MHC is HLA-A11:01 with pseudo-sequence HLA-A11:01. The binding affinity (normalized) is 0.724. (5) The peptide sequence is RFSFNCSMK. The MHC is HLA-B44:02 with pseudo-sequence HLA-B44:02. The binding affinity (normalized) is 0.0847.